The task is: Regression. Given two drug SMILES strings and cell line genomic features, predict the synergy score measuring deviation from expected non-interaction effect.. This data is from Merck oncology drug combination screen with 23,052 pairs across 39 cell lines. (1) Drug 1: COC12C(COC(N)=O)C3=C(C(=O)C(C)=C(N)C3=O)N1CC1NC12. Drug 2: N#Cc1ccc(Cn2cncc2CN2CCN(c3cccc(Cl)c3)C(=O)C2)cc1. Cell line: EFM192B. Synergy scores: synergy=-46.0. (2) Drug 1: O=C(O)C1(Cc2cccc(Nc3nccs3)n2)CCC(Oc2cccc(Cl)c2F)CC1. Drug 2: COC1CC2CCC(C)C(O)(O2)C(=O)C(=O)N2CCCCC2C(=O)OC(C(C)CC2CCC(OP(C)(C)=O)C(OC)C2)CC(=O)C(C)C=C(C)C(O)C(OC)C(=O)C(C)CC(C)C=CC=CC=C1C. Cell line: ZR751. Synergy scores: synergy=19.9. (3) Drug 1: O=C(NOCC(O)CO)c1ccc(F)c(F)c1Nc1ccc(I)cc1F. Drug 2: CCc1c2c(nc3ccc(O)cc13)-c1cc3c(c(=O)n1C2)COC(=O)C3(O)CC. Cell line: SKOV3. Synergy scores: synergy=8.41.